Task: Predict the reactants needed to synthesize the given product.. Dataset: Full USPTO retrosynthesis dataset with 1.9M reactions from patents (1976-2016) (1) Given the product [Cl:19][C:17]1[C:16]([C:20]([F:23])([F:22])[F:21])=[CH:15][N:14]=[C:13]([NH:12][C:9]2[CH:10]=[CH:11][C:6]([CH2:5][CH2:4][CH:26]([PH:38](=[O:42])[O:39][CH2:40][CH3:41])[CH3:27])=[CH:7][C:8]=2[O:24][CH3:25])[N:18]=1, predict the reactants needed to synthesize it. The reactants are: [PH2](=O)OC[CH:4]([CH2:26][CH3:27])[CH2:5][C:6]1[CH:11]=[CH:10][C:9]([NH:12][C:13]2[N:18]=[C:17]([Cl:19])[C:16]([C:20]([F:23])([F:22])[F:21])=[CH:15][N:14]=2)=[C:8]([O:24][CH3:25])[CH:7]=1.NC1C=CC(CCC([PH:38](=[O:42])[O:39][CH2:40][CH3:41])C)=CC=1OC. (2) The reactants are: [C:1]1([S:7]([NH:10][CH:11]([C:28](=[O:40])[NH:29][CH2:30][CH2:31][CH2:32][CH2:33][C:34]2[CH:39]=[CH:38][CH:37]=[CH:36][CH:35]=2)[CH2:12][C:13]2[CH:21]=[C:20](Cl)[C:19]([O:23][CH2:24][C:25]([OH:27])=[O:26])=[C:18]3[C:14]=2[CH:15]=[N:16][NH:17]3)(=[O:9])=[O:8])[CH:6]=[CH:5][CH:4]=[CH:3][CH:2]=1. Given the product [C:1]1([S:7]([NH:10][CH:11]([C:28](=[O:40])[NH:29][CH2:30][CH2:31][CH2:32][CH2:33][C:34]2[CH:35]=[CH:36][CH:37]=[CH:38][CH:39]=2)[CH2:12][C:13]2[CH:21]=[CH:20][C:19]([O:23][CH2:24][C:25]([OH:27])=[O:26])=[C:18]3[C:14]=2[CH:15]=[N:16][NH:17]3)(=[O:9])=[O:8])[CH:2]=[CH:3][CH:4]=[CH:5][CH:6]=1, predict the reactants needed to synthesize it.